Dataset: Forward reaction prediction with 1.9M reactions from USPTO patents (1976-2016). Task: Predict the product of the given reaction. (1) The product is: [CH2:1]([NH:4][CH2:22][CH2:21][C:16]1[CH:17]=[CH:18][CH:19]=[CH:20][C:15]=1[F:14])[CH:2]=[CH2:3]. Given the reactants [CH2:1]([NH2:4])[CH:2]=[CH2:3].C(N(C(C)C)CC)(C)C.[F:14][C:15]1[CH:20]=[CH:19][CH:18]=[CH:17][C:16]=1[CH2:21][CH2:22]OS(C1C=CC(C)=CC=1)(=O)=O.[OH-].[Na+], predict the reaction product. (2) Given the reactants [OH:1][C:2]1[CH:9]=[CH:8][CH:7]=[C:6]([OH:10])[C:3]=1[CH:4]=[O:5].Cl[CH2:12][C:13]1[CH2:19][CH2:18][CH2:17][CH2:16][CH2:15][C:14]=1[C:20]1[N:24]([CH:25]([CH3:27])[CH3:26])[N:23]=[CH:22][CH:21]=1.C(=O)([O-])[O-].[K+].[K+].[Na+].[I-], predict the reaction product. The product is: [OH:1][C:2]1[CH:9]=[CH:8][CH:7]=[C:6]([O:10][CH2:12][C:13]2[CH2:19][CH2:18][CH2:17][CH2:16][CH2:15][C:14]=2[C:20]2[N:24]([CH:25]([CH3:27])[CH3:26])[N:23]=[CH:22][CH:21]=2)[C:3]=1[CH:4]=[O:5]. (3) Given the reactants [CH3:1][O:2][C:3]1[CH:4]=[C:5]([NH:11][C:12]2[N:17]=[C:16]([N:18]3[C:22]([CH3:23])=[CH:21][C:20]([C:24]([F:27])([F:26])[F:25])=[N:19]3)[C:15]([C:28]3[CH:29]=[C:30]([C:36]([OH:38])=O)[C:31]([O:34][CH3:35])=[N:32][CH:33]=3)=[CH:14][N:13]=2)[CH:6]=[C:7]([O:9][CH3:10])[CH:8]=1.[S:39]1(=[O:49])(=[O:48])[CH2:43][CH:42]=[C:41]([S:44]([NH2:47])(=[O:46])=[O:45])[CH2:40]1.C(N(CC)CC)C.[I-].ClC1C=CC=C[N+]=1C, predict the reaction product. The product is: [CH3:1][O:2][C:3]1[CH:4]=[C:5]([NH:11][C:12]2[N:17]=[C:16]([N:18]3[C:22]([CH3:23])=[CH:21][C:20]([C:24]([F:26])([F:27])[F:25])=[N:19]3)[C:15]([C:28]3[CH:29]=[C:30]([C:36]([NH:47][S:44]([C:41]4[CH2:40][S:39](=[O:49])(=[O:48])[CH2:43][CH:42]=4)(=[O:46])=[O:45])=[O:38])[C:31]([O:34][CH3:35])=[N:32][CH:33]=3)=[CH:14][N:13]=2)[CH:6]=[C:7]([O:9][CH3:10])[CH:8]=1. (4) The product is: [F:19][C:6]1([CH2:4][OH:3])[CH2:7][CH2:8][N:9]([C:12]([O:14][C:15]([CH3:16])([CH3:17])[CH3:18])=[O:13])[CH2:10][CH2:11]1. Given the reactants CC[O:3][C:4]([C:6]1([F:19])[CH2:11][CH2:10][N:9]([C:12]([O:14][C:15]([CH3:18])([CH3:17])[CH3:16])=[O:13])[CH2:8][CH2:7]1)=O.[H-].[Al+3].[Li+].[H-].[H-].[H-], predict the reaction product. (5) Given the reactants Cl[C:2]1[N:3]=[C:4]([N:23]2[CH2:28][CH2:27][O:26][CH2:25][CH2:24]2)[C:5]2[N:11]=[C:10]([CH2:12][N:13]3[CH2:18][CH2:17][CH:16]([C:19]([OH:22])([CH3:21])[CH3:20])[CH2:15][CH2:14]3)[CH:9]=[CH:8][C:6]=2[N:7]=1.C([Sn](CCCC)(CCCC)[C:34]1[N:39]2[N:40]=[CH:41][N:42]=[C:38]2[CH:37]=[CH:36][CH:35]=1)CCC, predict the reaction product. The product is: [N:42]1[CH:41]=[N:40][N:39]2[C:34]([C:2]3[N:3]=[C:4]([N:23]4[CH2:28][CH2:27][O:26][CH2:25][CH2:24]4)[C:5]4[N:11]=[C:10]([CH2:12][N:13]5[CH2:18][CH2:17][CH:16]([C:19]([OH:22])([CH3:21])[CH3:20])[CH2:15][CH2:14]5)[CH:9]=[CH:8][C:6]=4[N:7]=3)=[CH:35][CH:36]=[CH:37][C:38]=12. (6) Given the reactants [Br:1][C:2]1[CH:9]=[C:8]([O:10][CH3:11])[C:7]([OH:12])=[CH:6][C:3]=1[CH:4]=[O:5].C([O-])([O-])=O.[K+].[K+].C(#N)C.[CH2:22](Br)[C:23]1[CH:28]=[CH:27][CH:26]=[CH:25][CH:24]=1, predict the reaction product. The product is: [CH2:22]([O:12][C:7]1[C:8]([O:10][CH3:11])=[CH:9][C:2]([Br:1])=[C:3]([CH:6]=1)[CH:4]=[O:5])[C:23]1[CH:28]=[CH:27][CH:26]=[CH:25][CH:24]=1.